From a dataset of Peptide-MHC class I binding affinity with 185,985 pairs from IEDB/IMGT. Regression. Given a peptide amino acid sequence and an MHC pseudo amino acid sequence, predict their binding affinity value. This is MHC class I binding data. (1) The peptide sequence is YPDPVIKV. The MHC is HLA-B53:01 with pseudo-sequence HLA-B53:01. The binding affinity (normalized) is 0.0847. (2) The peptide sequence is FFQEVPHVI. The MHC is HLA-A23:01 with pseudo-sequence HLA-A23:01. The binding affinity (normalized) is 0.494. (3) The peptide sequence is VLTLLLLLV. The MHC is HLA-A26:01 with pseudo-sequence HLA-A26:01. The binding affinity (normalized) is 0.365. (4) The peptide sequence is HMYFTFFDV. The MHC is HLA-A02:01 with pseudo-sequence HLA-A02:01. The binding affinity (normalized) is 0.796. (5) The peptide sequence is MSGLVFHSQPI. The binding affinity (normalized) is 0.790. The MHC is Mamu-B52 with pseudo-sequence Mamu-B52. (6) The peptide sequence is RADEEQQQA. The MHC is HLA-A03:01 with pseudo-sequence HLA-A03:01. The binding affinity (normalized) is 0. (7) The peptide sequence is HYDAPVFPI. The MHC is HLA-B35:01 with pseudo-sequence HLA-B35:01. The binding affinity (normalized) is 0.0847. (8) The binding affinity (normalized) is 0.0847. The peptide sequence is LPSSSSYSY. The MHC is HLA-A68:02 with pseudo-sequence HLA-A68:02. (9) The peptide sequence is NRCFYVELI. The MHC is HLA-A01:01 with pseudo-sequence HLA-A01:01. The binding affinity (normalized) is 0.196.